Dataset: Forward reaction prediction with 1.9M reactions from USPTO patents (1976-2016). Task: Predict the product of the given reaction. (1) Given the reactants [OH:1][C:2]1[CH:10]=[CH:9][C:5]([C:6]([OH:8])=O)=[CH:4][C:3]=1[N+:11]([O-:13])=[O:12].CCN(C(C)C)C(C)C.CN(C(ON1N=NC2C=CC=NC1=2)=[N+](C)C)C.F[P-](F)(F)(F)(F)F.Cl.[F:48][C:49]1[C:50]([C@H:55]([C:57]2[CH:62]=[CH:61][C:60]([C:63]([F:66])([F:65])[F:64])=[CH:59][CH:58]=2)[NH2:56])=[N:51][CH:52]=[CH:53][CH:54]=1.Cl.FC(F)(F)C1C=CC([C@@H](C2C(C(F)(F)F)=CC=CN=2)N)=CC=1, predict the reaction product. The product is: [F:48][C:49]1[C:50]([C@H:55]([C:57]2[CH:62]=[CH:61][C:60]([C:63]([F:65])([F:66])[F:64])=[CH:59][CH:58]=2)[NH:56][C:6](=[O:8])[C:5]2[CH:9]=[CH:10][C:2]([OH:1])=[C:3]([N+:11]([O-:13])=[O:12])[CH:4]=2)=[N:51][CH:52]=[CH:53][CH:54]=1. (2) Given the reactants [F:1][C:2]1[CH:3]=[C:4]([N:12]2[CH2:16][C@H:15]([CH2:17][N:18]3[CH:22]=[CH:21][N:20]=[N:19]3)[O:14][C:13]2=[O:23])[CH:5]=[CH:6][C:7]=1[Sn](C)(C)C.Cl[C:25]1[S:29][C:28]([C:30]([O:32][CH2:33][CH3:34])=[O:31])=[N:27][N:26]=1.O1C=CC=C1P(C1OC=CC=1)C1OC=CC=1, predict the reaction product. The product is: [F:1][C:2]1[CH:3]=[C:4]([N:12]2[CH2:16][C@H:15]([CH2:17][N:18]3[CH:22]=[CH:21][N:20]=[N:19]3)[O:14][C:13]2=[O:23])[CH:5]=[CH:6][C:7]=1[C:25]1[S:29][C:28]([C:30]([O:32][CH2:33][CH3:34])=[O:31])=[N:27][N:26]=1. (3) Given the reactants [C:1]12([NH2:11])[CH2:10][CH:5]3[CH2:6][CH:7]([CH2:9][CH:3]([CH2:4]3)[CH2:2]1)[CH2:8]2.[OH:12][C:13]1[CH:20]=[CH:19][C:16]([CH:17]=O)=[CH:15][C:14]=1[N+:21]([O-:23])=[O:22], predict the reaction product. The product is: [C:1]12([NH:11][CH2:17][C:16]3[CH:19]=[CH:20][C:13]([OH:12])=[C:14]([N+:21]([O-:23])=[O:22])[CH:15]=3)[CH2:8][CH:7]3[CH2:6][CH:5]([CH2:4][CH:3]([CH2:9]3)[CH2:2]1)[CH2:10]2. (4) Given the reactants [C:1]1([PH2:7])[CH:6]=[CH:5][CH:4]=[CH:3][CH:2]=1.C([N-]C(C)C)(C)C.[Li+].[P:16]([CH2:29][CH2:30][CH2:31]Cl)([C:23]1[CH:28]=[CH:27][CH:26]=[CH:25][CH:24]=1)[C:17]1[CH:22]=[CH:21][CH:20]=[CH:19][CH:18]=1.[Li], predict the reaction product. The product is: [P:16]([CH2:29][CH2:30][CH2:31][PH:7][C:1]1[CH:6]=[CH:5][CH:4]=[CH:3][CH:2]=1)([C:23]1[CH:28]=[CH:27][CH:26]=[CH:25][CH:24]=1)[C:17]1[CH:22]=[CH:21][CH:20]=[CH:19][CH:18]=1. (5) Given the reactants [N+:1]([CH2:4][C:5]([O:7][CH2:8][CH3:9])=[O:6])([O-:3])=O.[CH3:10][CH:11]([OH:14])[C:12]#[CH:13].N12CCN(CC1)CC2, predict the reaction product. The product is: [OH:14][CH:11]([C:12]1[O:3][N:1]=[C:4]([C:5]([O:7][CH2:8][CH3:9])=[O:6])[CH:13]=1)[CH3:10]. (6) The product is: [Br:10][C:6]1[CH:5]=[N:4][CH:3]=[C:2]2[S:17][C:18]([C:19]([NH2:21])=[O:20])=[CH:8][C:7]=12. Given the reactants Br[C:2]1[CH:3]=[N:4][CH:5]=[C:6]([Br:10])[C:7]=1[CH:8]=O.C(=O)([O-])[O-].[Cs+].[Cs+].[SH:17][CH2:18][C:19]([NH2:21])=[O:20], predict the reaction product.